Regression. Given two drug SMILES strings and cell line genomic features, predict the synergy score measuring deviation from expected non-interaction effect. From a dataset of NCI-60 drug combinations with 297,098 pairs across 59 cell lines. (1) Drug 1: C1=CC(=CC=C1CCC2=CNC3=C2C(=O)NC(=N3)N)C(=O)NC(CCC(=O)O)C(=O)O. Drug 2: CC1CCC2CC(C(=CC=CC=CC(CC(C(=O)C(C(C(=CC(C(=O)CC(OC(=O)C3CCCCN3C(=O)C(=O)C1(O2)O)C(C)CC4CCC(C(C4)OC)O)C)C)O)OC)C)C)C)OC. Cell line: SN12C. Synergy scores: CSS=23.2, Synergy_ZIP=-12.4, Synergy_Bliss=-9.95, Synergy_Loewe=-3.96, Synergy_HSA=-2.81. (2) Synergy scores: CSS=5.46, Synergy_ZIP=-3.43, Synergy_Bliss=0.193, Synergy_Loewe=-0.276, Synergy_HSA=-0.0113. Drug 2: C1=NC(=NC(=O)N1C2C(C(C(O2)CO)O)O)N. Cell line: NCI-H226. Drug 1: C1=CC(=CC=C1CCC2=CNC3=C2C(=O)NC(=N3)N)C(=O)NC(CCC(=O)O)C(=O)O. (3) Synergy scores: CSS=16.2, Synergy_ZIP=-1.78, Synergy_Bliss=0.0190, Synergy_Loewe=-10.1, Synergy_HSA=1.50. Cell line: OVCAR-5. Drug 1: CCCCC(=O)OCC(=O)C1(CC(C2=C(C1)C(=C3C(=C2O)C(=O)C4=C(C3=O)C=CC=C4OC)O)OC5CC(C(C(O5)C)O)NC(=O)C(F)(F)F)O. Drug 2: C(CC(=O)O)C(=O)CN.Cl. (4) Drug 1: CC1=CC=C(C=C1)C2=CC(=NN2C3=CC=C(C=C3)S(=O)(=O)N)C(F)(F)F. Drug 2: CC1=C(C=C(C=C1)C(=O)NC2=CC(=CC(=C2)C(F)(F)F)N3C=C(N=C3)C)NC4=NC=CC(=N4)C5=CN=CC=C5. Cell line: CAKI-1. Synergy scores: CSS=-16.1, Synergy_ZIP=8.74, Synergy_Bliss=3.82, Synergy_Loewe=-2.62, Synergy_HSA=-8.54. (5) Cell line: SF-539. Drug 2: C(CN)CNCCSP(=O)(O)O. Synergy scores: CSS=45.8, Synergy_ZIP=4.94, Synergy_Bliss=2.29, Synergy_Loewe=-8.70, Synergy_HSA=1.53. Drug 1: C1CN(CCN1C(=O)CCBr)C(=O)CCBr.